Dataset: Full USPTO retrosynthesis dataset with 1.9M reactions from patents (1976-2016). Task: Predict the reactants needed to synthesize the given product. (1) Given the product [CH2:14]([O:13][C:10]1[C:9]([C:16]([F:19])([F:18])[F:17])=[CH:8][C:7]([B:20]([OH:22])[OH:21])=[CH:12][N:11]=1)[CH3:15], predict the reactants needed to synthesize it. The reactants are: C([Li])CCC.Br[C:7]1[CH:8]=[C:9]([C:16]([F:19])([F:18])[F:17])[C:10]([O:13][CH2:14][CH3:15])=[N:11][CH:12]=1.[B:20]([O-])([O-:22])[O-:21]. (2) The reactants are: [NH2:1][CH2:2][C:3]1[CH:4]=[C:5]([CH2:11][CH:12]([O:18][CH:19]([CH3:21])[CH3:20])[C:13]([O:15]CC)=[O:14])[CH:6]=[CH:7][C:8]=1[O:9][CH3:10].[Cl:22][C:23]1[CH:28]=[C:27]([Cl:29])[CH:26]=[CH:25][C:24]=1[S:30](Cl)(=[O:32])=[O:31].N1C=CC=CC=1. Given the product [Cl:22][C:23]1[CH:28]=[C:27]([Cl:29])[CH:26]=[CH:25][C:24]=1[S:30]([NH:1][CH2:2][C:3]1[CH:4]=[C:5]([CH2:11][CH:12]([O:18][CH:19]([CH3:20])[CH3:21])[C:13]([OH:15])=[O:14])[CH:6]=[CH:7][C:8]=1[O:9][CH3:10])(=[O:32])=[O:31], predict the reactants needed to synthesize it. (3) Given the product [CH2:15]([O:14][C:12]1[CH:11]=[C:10]2[C:5]([C:6](=[O:17])[NH:7][CH:8]=[N:9]2)=[C:4]([O:3][CH3:1])[CH:13]=1)[CH3:16], predict the reactants needed to synthesize it. The reactants are: [CH2:1]([O:3][C:4]1[CH:13]=[C:12]([O:14][CH2:15][CH3:16])[CH:11]=[C:10]2[C:5]=1[C:6](=[O:17])[NH:7][CH:8]=[N:9]2)C.C[O-].[Na+].Cl.